This data is from NCI-60 drug combinations with 297,098 pairs across 59 cell lines. The task is: Regression. Given two drug SMILES strings and cell line genomic features, predict the synergy score measuring deviation from expected non-interaction effect. (1) Drug 1: CC1=CC2C(CCC3(C2CCC3(C(=O)C)OC(=O)C)C)C4(C1=CC(=O)CC4)C. Drug 2: C1=NC2=C(N1)C(=S)N=C(N2)N. Cell line: SF-268. Synergy scores: CSS=32.8, Synergy_ZIP=-8.52, Synergy_Bliss=-2.27, Synergy_Loewe=-36.1, Synergy_HSA=-3.87. (2) Drug 1: C1=CC(=C2C(=C1NCCNCCO)C(=O)C3=C(C=CC(=C3C2=O)O)O)NCCNCCO. Drug 2: CC(C)CN1C=NC2=C1C3=CC=CC=C3N=C2N. Cell line: U251. Synergy scores: CSS=50.7, Synergy_ZIP=4.25, Synergy_Bliss=3.60, Synergy_Loewe=-20.5, Synergy_HSA=2.76.